Dataset: Catalyst prediction with 721,799 reactions and 888 catalyst types from USPTO. Task: Predict which catalyst facilitates the given reaction. (1) Reactant: [Br:1][C:2]1[C:6](C(OCC)=O)=[C:5]([N:12]2[CH2:17][CH2:16][C:15]([OH:19])([CH3:18])[CH2:14][CH2:13]2)[N:4]([CH3:20])[N:3]=1.[OH-].[Na+].S(=O)(=O)(O)O. Product: [Br:1][C:2]1[CH:6]=[C:5]([N:12]2[CH2:13][CH2:14][C:15]([CH3:18])([OH:19])[CH2:16][CH2:17]2)[N:4]([CH3:20])[N:3]=1. The catalyst class is: 8. (2) Reactant: [CH2:1]([C@H:8]1[C@H:12]([CH2:13][CH:14]([NH:29][C:30]([O:32][CH2:33][C:34]2[CH:39]=[CH:38][CH:37]=[CH:36][CH:35]=2)=[O:31])[CH2:15][C:16]2[CH:21]=[CH:20][C:19]([C:22]3[CH:27]=[CH:26][C:25]([CH3:28])=[CH:24][N:23]=3)=[CH:18][CH:17]=2)[O:11]C(C)(C)[N:9]1C(OC(C)(C)C)=O)[C:2]1[CH:7]=[CH:6][CH:5]=[CH:4][CH:3]=1.CO.Cl. Product: [NH2:9][C@@H:8]([CH2:1][C:2]1[CH:3]=[CH:4][CH:5]=[CH:6][CH:7]=1)[C@@H:12]([OH:11])[CH2:13][CH:14]([NH:29][C:30](=[O:31])[O:32][CH2:33][C:34]1[CH:35]=[CH:36][CH:37]=[CH:38][CH:39]=1)[CH2:15][C:16]1[CH:17]=[CH:18][C:19]([C:22]2[CH:27]=[CH:26][C:25]([CH3:28])=[CH:24][N:23]=2)=[CH:20][CH:21]=1. The catalyst class is: 1. (3) Reactant: [CH3:1][O:2][C:3]1[S:4][CH:5]=[C:6]([O:8][CH3:9])[N:7]=1.C1(N(C)[CH:17]=[O:18])C=CC=CC=1.P(Cl)(Cl)(Cl)=O.C(Cl)(Cl)=O.FC(F)(F)S(OS(C(F)(F)F)(=O)=O)(=O)=O. Product: [CH3:1][O:2][C:3]1[S:4][C:5]([CH:17]=[O:18])=[C:6]([O:8][CH3:9])[N:7]=1. The catalyst class is: 4. (4) Reactant: [O:1]1[CH2:3][CH:2]1[C:4]1[CH:9]=[CH:8][C:7]([C:10]2[N:14]=[C:13]([C:15]3[O:19][N:18]=[C:17]([C:20]4[CH:25]=[CH:24][CH:23]=[CH:22][CH:21]=4)[C:16]=3[C:26]([F:29])([F:28])[F:27])[O:12][N:11]=2)=[CH:6][CH:5]=1.C[Si](C)(C)[O:32][C:33]1([C:39]([O:41]C)=[O:40])[CH2:38][CH2:37][CH2:36][NH:35][CH2:34]1. Product: [OH:32][C:33]1([C:39]([OH:41])=[O:40])[CH2:38][CH2:37][CH2:36][N:35]([CH2:3][CH:2]([OH:1])[C:4]2[CH:9]=[CH:8][C:7]([C:10]3[N:14]=[C:13]([C:15]4[O:19][N:18]=[C:17]([C:20]5[CH:25]=[CH:24][CH:23]=[CH:22][CH:21]=5)[C:16]=4[C:26]([F:27])([F:28])[F:29])[O:12][N:11]=3)=[CH:6][CH:5]=2)[CH2:34]1. The catalyst class is: 5. (5) Reactant: Cl[C:2]1[S:6][C:5]([S:7]([N:10]2[CH2:15][CH2:14][CH2:13][CH2:12][CH2:11]2)(=[O:9])=[O:8])=[CH:4][C:3]=1[N+:16]([O-:18])=[O:17].[NH:19]1[CH2:24][CH2:23][CH:22]([C:25]([OH:27])=[O:26])[CH2:21][CH2:20]1.CN1C(=O)CCC1. Product: [N+:16]([C:3]1[CH:4]=[C:5]([S:7]([N:10]2[CH2:15][CH2:14][CH2:13][CH2:12][CH2:11]2)(=[O:9])=[O:8])[S:6][C:2]=1[N:19]1[CH2:24][CH2:23][CH:22]([C:25]([OH:27])=[O:26])[CH2:21][CH2:20]1)([O-:18])=[O:17]. The catalyst class is: 6. (6) Reactant: [CH3:1][O:2][C:3]1[CH:8]=[CH:7][C:6]([N+:9]([O-:11])=[O:10])=[CH:5][C:4]=1[OH:12].C([O-])([O-])=O.[K+].[K+].[C:19](OCCBr)(=[O:21])[CH3:20].[NH4+].[Cl-].CO[Na]. The catalyst class is: 121. Product: [CH3:1][O:2][C:3]1[CH:8]=[CH:7][C:6]([N+:9]([O-:11])=[O:10])=[CH:5][C:4]=1[O:12][CH2:20][CH2:19][OH:21]. (7) The catalyst class is: 28. Product: [OH:31][CH2:30][C:20]1([C:25]([O:27][CH2:28][CH3:29])=[O:26])[CH2:21][CH:22]=[CH:23][CH2:24][O:19]1. Reactant: [H-].C(O[Al](OC(C)(C)C)OC(C)(C)C)(C)(C)C.[Li+].[O:19]1[CH2:24][CH:23]=[CH:22][CH2:21][C:20]1([C:30](OCC)=[O:31])[C:25]([O:27][CH2:28][CH3:29])=[O:26].C1COCC1. (8) Reactant: [CH3:1][O:2][C:3]1[CH:4]=[C:5]2[C:10](=[CH:11][C:12]=1[O:13][CH3:14])[N:9]=[CH:8][CH:7]=[C:6]2[O:15][C:16]1[C:22]([CH3:23])=[CH:21][C:19]([NH2:20])=[C:18]([CH3:24])[CH:17]=1.Cl[C:26](Cl)([O:28]C(=O)OC(Cl)(Cl)Cl)Cl.[CH3:37][CH2:38][CH:39]([OH:42])[CH2:40][CH3:41].C(=O)(O)[O-].[Na+]. Product: [CH3:1][O:2][C:3]1[CH:4]=[C:5]2[C:10](=[CH:11][C:12]=1[O:13][CH3:14])[N:9]=[CH:8][CH:7]=[C:6]2[O:15][C:16]1[C:22]([CH3:23])=[CH:21][C:19]([NH:20][C:26](=[O:28])[O:42][CH:39]([CH2:40][CH3:41])[CH2:38][CH3:37])=[C:18]([CH3:24])[CH:17]=1. The catalyst class is: 208.